From a dataset of Full USPTO retrosynthesis dataset with 1.9M reactions from patents (1976-2016). Predict the reactants needed to synthesize the given product. (1) Given the product [CH2:1]([O:8][C:9]1[C:14](=[O:15])[CH:13]=[C:12]([CH2:16][NH:17][S:18]([C:21]2[CH:26]=[CH:25][C:24]([CH3:27])=[CH:23][CH:22]=2)(=[O:20])=[O:19])[N:46]([CH3:45])[C:10]=1[C:28]([OH:30])=[O:29])[C:2]1[CH:7]=[CH:6][CH:5]=[CH:4][CH:3]=1, predict the reactants needed to synthesize it. The reactants are: [CH2:1]([O:8][C:9]1[C:14](=[O:15])[CH:13]=[C:12]([CH2:16][NH:17][S:18]([C:21]2[CH:26]=[CH:25][C:24]([CH3:27])=[CH:23][CH:22]=2)(=[O:20])=[O:19])O[C:10]=1[C:28]([OH:30])=[O:29])[C:2]1[CH:7]=[CH:6][CH:5]=[CH:4][CH:3]=1.C1(S(C(N)C2[N:46](C)[C:45](C(O)=O)=C(OCC3C=CC=CC=3)C(=O)C=2)(=O)=O)C=CC=CC=1. (2) The reactants are: COC1C=CC(C[N:8]2[C:12]3=[N:13][CH:14]=[CH:15][C:16]([O:17][C:18]4[CH:23]=[CH:22][C:21]([O:24][C:25]5[CH:30]=[CH:29][CH:28]=[CH:27][CH:26]=5)=[CH:20][CH:19]=4)=[C:11]3[C:10]([NH:31][C:32]3[CH:37]=[CH:36][N:35]=[C:34]([C:38]#[N:39])[CH:33]=3)=[N:9]2)=CC=1. Given the product [O:24]([C:21]1[CH:22]=[CH:23][C:18]([O:17][C:16]2[CH:15]=[CH:14][N:13]=[C:12]3[NH:8][N:9]=[C:10]([NH:31][C:32]4[CH:37]=[CH:36][N:35]=[C:34]([C:38]#[N:39])[CH:33]=4)[C:11]=23)=[CH:19][CH:20]=1)[C:25]1[CH:30]=[CH:29][CH:28]=[CH:27][CH:26]=1, predict the reactants needed to synthesize it.